The task is: Predict the reaction yield, written as a fraction of the theoretical maximum amount of product (1.0 means a 100% yield; for example, 0.34 means a 34% yield).. This data is from Reaction yield outcomes from USPTO patents with 853,638 reactions. (1) The reactants are Cl[C:2]1[C:3]2[C:4](=[N:8][N:9]([CH2:11][C:12]3[CH:17]=[N:16][C:15]([N:18]4[CH2:23][CH2:22][CH2:21][CH2:20][CH2:19]4)=[CH:14][N:13]=3)[CH:10]=2)[N:5]=[CH:6][N:7]=1.[NH2:24][CH2:25][C:26]1[C:27]([CH3:48])=[CH:28][C:29]([N:33](C(OC(C)(C)C)=O)C(=O)OC(C)(C)C)=[N:30][C:31]=1[CH3:32].CCN(C(C)C)C(C)C.O. The catalyst is CN1CCCC1=O. The product is [NH2:33][C:29]1[N:30]=[C:31]([CH3:32])[C:26]([CH2:25][NH:24][C:2]2[C:3]3[C:4](=[N:8][N:9]([CH2:11][C:12]4[CH:17]=[N:16][C:15]([N:18]5[CH2:23][CH2:22][CH2:21][CH2:20][CH2:19]5)=[CH:14][N:13]=4)[CH:10]=3)[N:5]=[CH:6][N:7]=2)=[C:27]([CH3:48])[CH:28]=1. The yield is 0.250. (2) The reactants are [N:1]([C@@H:4]1[CH2:9][CH2:8][CH2:7][CH2:6][C@H:5]1[OH:10])=[N+:2]=[N-:3].N1C=CC=CC=1.[N+:17]([C:20]1[CH:25]=[CH:24][C:23]([S:26](Cl)(=[O:28])=[O:27])=[CH:22][CH:21]=1)([O-:19])=[O:18]. The catalyst is C(Cl)Cl. The product is [N:1]([C@@H:4]1[CH2:9][CH2:8][CH2:7][CH2:6][C@H:5]1[O:10][S:26]([C:23]1[CH:22]=[CH:21][C:20]([N+:17]([O-:19])=[O:18])=[CH:25][CH:24]=1)(=[O:27])=[O:28])=[N+:2]=[N-:3]. The yield is 0.720. (3) The reactants are COC(=O)[O:4][C:5]1[CH:10]=[C:9]([N+:11]([O-:13])=[O:12])[C:8]([C:14]([CH3:17])([CH3:16])[CH3:15])=[CH:7][C:6]=1[C:18]([CH3:21])([CH3:20])[CH3:19].COC(=O)OC1C([N+]([O-])=O)=CC(C(C)(C)C)=CC=1C(C)(C)C.[OH-].[K+].Cl. The catalyst is CO. The product is [C:18]([C:6]1[CH:7]=[C:8]([C:14]([CH3:16])([CH3:15])[CH3:17])[C:9]([N+:11]([O-:13])=[O:12])=[CH:10][C:5]=1[OH:4])([CH3:19])([CH3:20])[CH3:21]. The yield is 0.290. (4) The reactants are [C:1]([C:5]1[CH:10]=[CH:9][C:8]([S:11]([NH:14][C:15]2[CH:16]=[C:17]3[C:21](=[CH:22][CH:23]=2)[NH:20][C:19]([C:24](O)=[O:25])=[C:18]3[C:27]2[CH:32]=[CH:31][CH:30]=[C:29]([F:33])[CH:28]=2)(=[O:13])=[O:12])=[CH:7][CH:6]=1)([CH3:4])([CH3:3])[CH3:2].[CH2:34]([CH2:36][NH2:37])[OH:35]. The catalyst is ClCCl.CO. The product is [OH:35][CH2:34][CH2:36][NH:37][C:24]([C:19]1[NH:20][C:21]2[C:17]([C:18]=1[C:27]1[CH:32]=[CH:31][CH:30]=[C:29]([F:33])[CH:28]=1)=[CH:16][C:15]([NH:14][S:11]([C:8]1[CH:7]=[CH:6][C:5]([C:1]([CH3:2])([CH3:4])[CH3:3])=[CH:10][CH:9]=1)(=[O:13])=[O:12])=[CH:23][CH:22]=2)=[O:25]. The yield is 0.160. (5) The reactants are Cl.[CH3:2][O:3][C:4]1[N:5]=[C:6]2[C:11](=[CH:12][CH:13]=1)[N:10]=[CH:9][CH:8]=[C:7]2[CH2:14][CH2:15][N:16]1[CH2:21][CH2:20][O:19][CH:18]([CH2:22][NH2:23])[CH2:17]1.CCN(C(C)C)C(C)C.[O:33]=[C:34]1[CH2:39][S:38][C:37]2[CH:40]=[CH:41][C:42]([C:44](O)=[O:45])=[N:43][C:36]=2[NH:35]1.CN(C)CCCN=C=NCC. The catalyst is C(Cl)Cl.CN(C=O)C. The product is [CH3:2][O:3][C:4]1[N:5]=[C:6]2[C:11](=[CH:12][CH:13]=1)[N:10]=[CH:9][CH:8]=[C:7]2[CH2:14][CH2:15][N:16]1[CH2:21][CH2:20][O:19][CH:18]([CH2:22][NH:23][C:44]([C:42]2[CH:41]=[CH:40][C:37]3[S:38][CH2:39][C:34](=[O:33])[NH:35][C:36]=3[N:43]=2)=[O:45])[CH2:17]1. The yield is 0.120. (6) The reactants are [Li]CCCC.[CH3:6][S:7][C:8]1[S:9][CH:10]=[CH:11][N:12]=1.[Sn:13](Cl)([CH3:16])([CH3:15])[CH3:14]. The catalyst is C1COCC1. The product is [CH3:14][Sn:13]([CH3:16])([CH3:15])[C:10]1[S:9][C:8]([S:7][CH3:6])=[N:12][CH:11]=1. The yield is 0.700. (7) The reactants are Br[C:2]1[N:3]=[C:4]([C:9]2[O:10][C:11]([C:14]3[CH:19]=[CH:18][CH:17]=[CH:16][CH:15]=3)=[N:12][N:13]=2)[C:5]([NH2:8])=[N:6][CH:7]=1.[C:20]([NH:23][C:24]1[CH:29]=[CH:28][CH:27]=[CH:26][C:25]=1B(O)O)(=[O:22])[CH3:21].C([O-])([O-])=O.[Na+].[Na+].O1CCOCC1. The catalyst is C1C=CC([P]([Pd]([P](C2C=CC=CC=2)(C2C=CC=CC=2)C2C=CC=CC=2)([P](C2C=CC=CC=2)(C2C=CC=CC=2)C2C=CC=CC=2)[P](C2C=CC=CC=2)(C2C=CC=CC=2)C2C=CC=CC=2)(C2C=CC=CC=2)C2C=CC=CC=2)=CC=1.CO. The product is [NH2:8][C:5]1[N:6]=[CH:7][C:2]([C:25]2[CH:26]=[CH:27][CH:28]=[CH:29][C:24]=2[NH:23][C:20](=[O:22])[CH3:21])=[N:3][C:4]=1[C:9]1[O:10][C:11]([C:14]2[CH:19]=[CH:18][CH:17]=[CH:16][CH:15]=2)=[N:12][N:13]=1. The yield is 0.280. (8) The reactants are [CH3:1][CH:2]([O:4][C:5]1[CH:6]=[CH:7][C:8]2[NH:12][C:11](=[O:13])[N:10]([CH:14]3[CH2:19][CH2:18][NH:17][CH2:16][CH2:15]3)[C:9]=2[CH:20]=1)[CH3:3].[O:21]1[CH2:26][CH2:25][C:24](=O)[CH2:23][CH2:22]1.C(O[BH-](OC(=O)C)OC(=O)C)(=O)C.[Na+].C(N(CC)CC)C.[OH-].[Na+].[Cl:51]CCl. No catalyst specified. The product is [ClH:51].[CH3:3][CH:2]([O:4][C:5]1[CH:6]=[CH:7][C:8]2[NH:12][C:11](=[O:13])[N:10]([CH:14]3[CH2:15][CH2:16][N:17]([CH:24]4[CH2:25][CH2:26][O:21][CH2:22][CH2:23]4)[CH2:18][CH2:19]3)[C:9]=2[CH:20]=1)[CH3:1]. The yield is 0.330. (9) The reactants are [C:1]([O:4][C:5]1[CH:13]=[CH:12][C:11]([Br:14])=[CH:10][C:6]=1[C:7]([OH:9])=O)(=[O:3])[CH3:2].[NH2:15][C:16]1[S:17][CH:18]=[C:19]([C:21]([CH3:24])([CH3:23])[CH3:22])[N:20]=1. No catalyst specified. The product is [C:1]([O:4][C:5]1[CH:13]=[CH:12][C:11]([Br:14])=[CH:10][C:6]=1[C:7]([NH:15][C:16]1[S:17][CH:18]=[C:19]([C:21]([CH3:24])([CH3:23])[CH3:22])[N:20]=1)=[O:9])(=[O:3])[CH3:2]. The yield is 0.594. (10) The reactants are [N+](=[CH:3][C:4](=[O:13])[CH2:5][C:6]1[CH:11]=[CH:10][C:9]([I:12])=[CH:8][CH:7]=1)=[N-].[BrH:14].C(=O)(O)[O-].[Na+]. The catalyst is C(O)(=O)C. The product is [Br:14][CH2:3][C:4](=[O:13])[CH2:5][C:6]1[CH:11]=[CH:10][C:9]([I:12])=[CH:8][CH:7]=1. The yield is 0.944.